From a dataset of Catalyst prediction with 721,799 reactions and 888 catalyst types from USPTO. Predict which catalyst facilitates the given reaction. (1) Reactant: [F:1][C:2]1[CH:7]=[C:6]([N+:8]([O-:10])=[O:9])[CH:5]=[CH:4][C:3]=1[CH:11]([C:16](OC)=O)[C:12]([O:14][CH3:15])=[O:13].[C:20](#[N:23])[CH:21]=C.CO[Na]. Product: [C:20]([CH2:21][CH2:16][CH:11]([C:3]1[CH:4]=[CH:5][C:6]([N+:8]([O-:10])=[O:9])=[CH:7][C:2]=1[F:1])[C:12]([O:14][CH3:15])=[O:13])#[N:23]. The catalyst class is: 5. (2) Reactant: Br[CH2:2][C:3]1[CH:8]=[CH:7][CH:6]=[C:5]([C:9]([CH3:12])([CH3:11])[CH3:10])[CH:4]=1.[N-:13]=[N+:14]=[N-:15].[Na+].O. Product: [N:13]([CH2:2][C:3]1[CH:8]=[CH:7][CH:6]=[C:5]([C:9]([CH3:12])([CH3:11])[CH3:10])[CH:4]=1)=[N+:14]=[N-:15]. The catalyst class is: 3.